This data is from Reaction yield outcomes from USPTO patents with 853,638 reactions. The task is: Predict the reaction yield, written as a fraction of the theoretical maximum amount of product (1.0 means a 100% yield; for example, 0.34 means a 34% yield). (1) The reactants are [C:1]([O:5][C:6]([N:8]1[CH2:13][CH2:12][N:11]([C:14]2[C:19](Cl)=[N:18][CH:17]=[CH:16][N:15]=2)[CH2:10][CH2:9]1)=[O:7])([CH3:4])([CH3:3])[CH3:2].[N:21]1[CH:26]=[CH:25][C:24]([CH2:27][OH:28])=[CH:23][CH:22]=1.C(C(CCC)[O-])(C)(C)C.[K+].C(O)(C)(C)C. No catalyst specified. The product is [C:1]([O:5][C:6]([N:8]1[CH2:13][CH2:12][N:11]([C:14]2[C:19]([O:28][CH2:27][C:24]3[CH:25]=[CH:26][N:21]=[CH:22][CH:23]=3)=[N:18][CH:17]=[CH:16][N:15]=2)[CH2:10][CH2:9]1)=[O:7])([CH3:4])([CH3:3])[CH3:2]. The yield is 0.330. (2) The reactants are [NH2:1]/[C:2](/[C:7]#[N:8])=[C:3](\[NH2:6])/[C:4]#[N:5].[CH:9](=O)[C:10]1[CH:15]=[CH:14][CH:13]=[CH:12][CH:11]=1. The catalyst is CO. The product is [NH2:6][C:3](=[C:2]([N:1]=[CH:9][C:10]1[CH:15]=[CH:14][CH:13]=[CH:12][CH:11]=1)[C:7]#[N:8])[C:4]#[N:5]. The yield is 0.713. (3) The reactants are [F:1][CH:2]([F:34])[N:3]1[CH:7]=[C:6]([S:8]([N:11]2[C:15]([C:16]3[C:17]([F:22])=[N:18][CH:19]=[CH:20][CH:21]=3)=[C:14]([F:23])[C:13]([CH2:24][N:25](C)[C:26](=O)OC(C)(C)C)=[CH:12]2)(=[O:10])=[O:9])[CH:5]=[N:4]1.C(OCC)(=O)C.[ClH:41]. The catalyst is C(O)C. The product is [ClH:41].[F:34][CH:2]([F:1])[N:3]1[CH:7]=[C:6]([S:8]([N:11]2[C:15]([C:16]3[C:17]([F:22])=[N:18][CH:19]=[CH:20][CH:21]=3)=[C:14]([F:23])[C:13]([CH2:24][NH:25][CH3:26])=[CH:12]2)(=[O:9])=[O:10])[CH:5]=[N:4]1. The yield is 0.720. (4) The reactants are C12BC(CCC1)CCC2.C(O[CH:13]([O:16]CC)[CH:14]=[CH2:15])C.Br[C:20]1[CH:21]=[C:22]2[C:27](=[CH:28][CH:29]=1)[N:26]=[CH:25][CH:24]=[CH:23]2.C(=O)([O-])[O-].[K+].[K+].C1(P(C2CCCCC2)C2CCCCC2)CCCCC1. The catalyst is O1CCCC1.C([O-])(=O)C.[Pd+2].C([O-])(=O)C.O. The product is [N:26]1[C:27]2[C:22](=[CH:21][C:20]([CH2:16][CH2:13][CH:14]=[O:15])=[CH:29][CH:28]=2)[CH:23]=[CH:24][CH:25]=1. The yield is 0.521.